From a dataset of Forward reaction prediction with 1.9M reactions from USPTO patents (1976-2016). Predict the product of the given reaction. (1) Given the reactants [BrH:1].[CH3:2][N:3]([CH3:19])[C:4]1[CH:9]=[CH:8][C:7]([C:10]2[C:15](N)=[CH:14][CH:13]=[C:12]([O:17][CH3:18])[N:11]=2)=[CH:6][CH:5]=1.N([O-])=O.[Na+].S(OS([O-])=O)([O-])=O.[Na+].[Na+].[OH-].[Na+], predict the reaction product. The product is: [Br:1][C:15]1[C:10]([C:7]2[CH:8]=[CH:9][C:4]([N:3]([CH3:19])[CH3:2])=[CH:5][CH:6]=2)=[N:11][C:12]([O:17][CH3:18])=[CH:13][CH:14]=1. (2) Given the reactants [C:1]([NH:8][CH2:9][C:10]#[CH:11])([O:3][C:4]([CH3:7])([CH3:6])[CH3:5])=[O:2].[Li]CCCC.CON(C)[C:20]([C:22]1[O:26][C:25]([C:27]2[CH:32]=[CH:31][CH:30]=[CH:29][CH:28]=2)=[N:24][C:23]=1[CH3:33])=[O:21], predict the reaction product. The product is: [C:4]([O:3][C:1](=[O:2])[NH:8][CH2:9][C:10]#[C:11][C:20]([C:22]1[O:26][C:25]([C:27]2[CH:28]=[CH:29][CH:30]=[CH:31][CH:32]=2)=[N:24][C:23]=1[CH3:33])=[O:21])([CH3:5])([CH3:6])[CH3:7]. (3) Given the reactants [C:1]([N:4]1[CH2:9][CH2:8][N:7]([C:10]2[N:11]([CH2:32][C:33]([F:36])([F:35])[F:34])[C:12]3[C:17]([N:18]=2)=[C:16]([N:19]2[CH2:24][CH2:23][O:22][CH2:21][CH2:20]2)[N:15]=[C:14]([C:25]2[CH:26]=[N:27][C:28]([NH2:31])=[N:29][CH:30]=2)[N:13]=3)[CH2:6][C@@H:5]1[CH3:37])(=[O:3])[CH3:2].[S:38](=[O:42])(=[O:41])([OH:40])[OH:39], predict the reaction product. The product is: [S:38]([OH:42])([OH:41])(=[O:40])=[O:39].[C:1]([N:4]1[CH2:9][CH2:8][N:7]([C:10]2[N:11]([CH2:32][C:33]([F:36])([F:35])[F:34])[C:12]3[C:17]([N:18]=2)=[C:16]([N:19]2[CH2:20][CH2:21][O:22][CH2:23][CH2:24]2)[N:15]=[C:14]([C:25]2[CH:26]=[N:27][C:28]([NH2:31])=[N:29][CH:30]=2)[N:13]=3)[CH2:6][C@@H:5]1[CH3:37])(=[O:3])[CH3:2].